Predict the product of the given reaction. From a dataset of Forward reaction prediction with 1.9M reactions from USPTO patents (1976-2016). (1) Given the reactants Cl[C:2]1[CH:3]=[CH:4][C:5]2[N:6]([CH:8]=[C:9]([CH3:11])[N:10]=2)[N:7]=1.[CH3:12][O:13][C:14]1[CH:19]=[C:18](B2OC(C)(C)C(C)(C)O2)[CH:17]=[CH:16][C:15]=1CC([O-])=O.C([O-])([O-])=O.[K+].[K+].[CH3:39][CH2:40][OH:41], predict the reaction product. The product is: [CH2:40]([O:41][C:15]1[CH:16]=[CH:17][C:18]([C:2]2[CH:3]=[CH:4][C:5]3[N:6]([CH:8]=[C:9]([CH3:11])[N:10]=3)[N:7]=2)=[CH:19][C:14]=1[O:13][CH3:12])[CH3:39]. (2) Given the reactants [F:1][C:2]([F:23])([F:22])[C:3]1[CH:4]=[C:5]([CH:19]=[CH:20][CH:21]=1)[C:6]([NH:8][C:9]1[CH:10]=[CH:11][C:12]([CH3:18])=[C:13]([CH:17]=1)[C:14]([OH:16])=O)=[O:7].ClC1N=C(OC)N=C(OC)N=1.CN1CCOCC1.[N:42]1([CH2:47][CH2:48][CH2:49][S:50]([C:53]2[CH:58]=[CH:57][C:56]([NH:59][C:60]3[N:65]=[CH:64][C:63]([NH2:66])=[CH:62][N:61]=3)=[CH:55][CH:54]=2)(=[O:52])=[O:51])[CH2:46][CH2:45][CH2:44][CH2:43]1, predict the reaction product. The product is: [CH3:18][C:12]1[CH:11]=[CH:10][C:9]([NH:8][C:6](=[O:7])[C:5]2[CH:19]=[CH:20][CH:21]=[C:3]([C:2]([F:1])([F:23])[F:22])[CH:4]=2)=[CH:17][C:13]=1[C:14]([NH:66][C:63]1[CH:64]=[N:65][C:60]([NH:59][C:56]2[CH:57]=[CH:58][C:53]([S:50]([CH2:49][CH2:48][CH2:47][N:42]3[CH2:46][CH2:45][CH2:44][CH2:43]3)(=[O:51])=[O:52])=[CH:54][CH:55]=2)=[N:61][CH:62]=1)=[O:16]. (3) Given the reactants [C:1]1([CH3:16])[CH:6]=[CH:5][CH:4]=[C:3]([C:7]2[O:8][C:9]3[CH2:10][NH:11][CH2:12][CH2:13][C:14]=3[N:15]=2)[CH:2]=1.Br[C:18]1[CH:23]=[CH:22][CH:21]=[CH:20][N:19]=1.C(O[Na])(C)(C)C, predict the reaction product. The product is: [N:19]1[CH:20]=[CH:21][CH:22]=[CH:23][C:18]=1[N:11]1[CH2:12][CH2:13][C:14]2[N:15]=[C:7]([C:3]3[CH:2]=[C:1]([CH3:16])[CH:6]=[CH:5][CH:4]=3)[O:8][C:9]=2[CH2:10]1. (4) Given the reactants Cl.[Sn](Cl)Cl.[CH3:5][O:6][C:7]1[CH:12]=[C:11]([NH2:13])[C:10]([N+:14]([O-])=O)=[CH:9][N:8]=1.[OH-].[Na+], predict the reaction product. The product is: [CH3:5][O:6][C:7]1[N:8]=[CH:9][C:10]([NH2:14])=[C:11]([NH2:13])[CH:12]=1. (5) Given the reactants Br[C:2]1[CH:16]=[CH:15][C:5]([O:6][C:7]2[N:12]=[CH:11][C:10]([CH:13]=[O:14])=[CH:9][CH:8]=2)=[CH:4][C:3]=1[CH3:17].[CH3:18][N:19](C=O)C, predict the reaction product. The product is: [CH:13]([C:10]1[CH:9]=[CH:8][C:7]([O:6][C:5]2[CH:15]=[CH:16][C:2]([C:18]#[N:19])=[C:3]([CH3:17])[CH:4]=2)=[N:12][CH:11]=1)=[O:14].